From a dataset of Forward reaction prediction with 1.9M reactions from USPTO patents (1976-2016). Predict the product of the given reaction. (1) Given the reactants [CH3:1][N:2]1[C:10]2[CH:9]=[C:8]([N:11]3[CH:16]=[CH:15][C:14]([C:17]4[CH:18]=[N:19][C:20]([C:23]([F:26])([F:25])[F:24])=[CH:21][CH:22]=4)=[CH:13][C:12]3=[O:27])[CH:7]=[CH:6][C:5]=2[C:4]2[CH2:28][N:29](C(OC(C)(C)C)=O)[CH2:30][CH2:31][C:3]1=2.C1(N)C(F)=C(F)C(F)=C(N)C=1F.[ClH:51].Cl, predict the reaction product. The product is: [ClH:51].[ClH:51].[CH3:1][N:2]1[C:10]2[CH:9]=[C:8]([N:11]3[CH:16]=[CH:15][C:14]([C:17]4[CH:18]=[N:19][C:20]([C:23]([F:24])([F:25])[F:26])=[CH:21][CH:22]=4)=[CH:13][C:12]3=[O:27])[CH:7]=[CH:6][C:5]=2[C:4]2[CH2:28][NH:29][CH2:30][CH2:31][C:3]1=2. (2) Given the reactants [CH3:1][C:2]#[N:3].CC(O)C.C(=O)=O.[Li]CCCC.[CH2:16]([O:19][C:20]1[CH:36]=[CH:35][CH:34]=[CH:33][C:21]=1[CH2:22][N:23]1[CH:27]=[C:26]([C:28]([O:30]CC)=O)[CH:25]=[N:24]1)[CH:17]=[CH2:18], predict the reaction product. The product is: [CH2:16]([O:19][C:20]1[CH:36]=[CH:35][CH:34]=[CH:33][C:21]=1[CH2:22][N:23]1[CH:27]=[C:26]([C:28](=[O:30])[CH2:1][C:2]#[N:3])[CH:25]=[N:24]1)[CH:17]=[CH2:18]. (3) Given the reactants [H-].[Na+].[CH2:3]([O:10][C:11]1[CH:16]=[CH:15][C:14]([C:17]2[NH:38][C:20]3=[N:21][C:22]([N:25]4[CH2:30][CH2:29][N:28]([C:31]([O:33][C:34]([CH3:37])([CH3:36])[CH3:35])=[O:32])[CH2:27][CH2:26]4)=[CH:23][CH:24]=[C:19]3[N:18]=2)=[CH:13][CH:12]=1)[C:4]1[CH:9]=[CH:8][CH:7]=[CH:6][CH:5]=1.[CH3:39][Si:40]([CH2:43][CH2:44][O:45][CH2:46]Cl)([CH3:42])[CH3:41].C([O-])(O)=O.[Na+], predict the reaction product. The product is: [CH2:3]([O:10][C:11]1[CH:12]=[CH:13][C:14]([C:17]2[N:38]([CH2:46][O:45][CH2:44][CH2:43][Si:40]([CH3:42])([CH3:41])[CH3:39])[C:20]3=[N:21][C:22]([N:25]4[CH2:26][CH2:27][N:28]([C:31]([O:33][C:34]([CH3:35])([CH3:37])[CH3:36])=[O:32])[CH2:29][CH2:30]4)=[CH:23][CH:24]=[C:19]3[N:18]=2)=[CH:15][CH:16]=1)[C:4]1[CH:5]=[CH:6][CH:7]=[CH:8][CH:9]=1. (4) Given the reactants [CH2:1](Br)[C:2]1[CH:7]=[CH:6][CH:5]=[CH:4][CH:3]=1.[OH:9][C:10]1[CH:17]=[CH:16][C:13]([CH:14]=[O:15])=[CH:12][CH:11]=1.C([O-])([O-])=O.[K+].[K+], predict the reaction product. The product is: [CH2:1]([O:9][C:10]1[CH:17]=[CH:16][C:13]([CH:14]=[O:15])=[CH:12][CH:11]=1)[C:2]1[CH:7]=[CH:6][CH:5]=[CH:4][CH:3]=1. (5) Given the reactants C([O:3][C:4]([C:6]1[CH:10]=[C:9]([C:11]2[CH:12]=[C:13]3[C:17](=[CH:18][CH:19]=2)[N:16]([CH3:20])[C:15]2[N:21]([CH3:34])[C:22](=[O:33])[C:23]([C:25]4[CH:30]=[CH:29][C:28]([Cl:31])=[CH:27][C:26]=4[Cl:32])=[CH:24][C:14]3=2)[N:8]([CH2:35][CH3:36])[N:7]=1)=O)C.[BH4-].[Na+].C(Cl)Cl.CO, predict the reaction product. The product is: [Cl:32][C:26]1[CH:27]=[C:28]([Cl:31])[CH:29]=[CH:30][C:25]=1[C:23]1[C:22](=[O:33])[N:21]([CH3:34])[C:15]2[N:16]([CH3:20])[C:17]3[C:13]([C:14]=2[CH:24]=1)=[CH:12][C:11]([C:9]1[N:8]([CH2:35][CH3:36])[N:7]=[C:6]([CH2:4][OH:3])[CH:10]=1)=[CH:19][CH:18]=3.